Dataset: Catalyst prediction with 721,799 reactions and 888 catalyst types from USPTO. Task: Predict which catalyst facilitates the given reaction. (1) Reactant: [C:1]([O:9][C@H:10]1[C@@H:21]([O:22][C@H:23]2[O:55][C@H:54]([CH2:56][O:57][C:58](=[O:65])[C:59]3[CH:64]=[CH:63][CH:62]=[CH:61][CH:60]=3)[C@@H:44]([O:45][C:46](=[O:53])[C:47]3[CH:52]=[CH:51][CH:50]=[CH:49][CH:48]=3)[C@H:34]([O:35][C:36](=[O:43])[C:37]3[CH:42]=[CH:41][CH:40]=[CH:39][CH:38]=3)[C@@H:24]2[O:25][C:26](=[O:33])[C:27]2[CH:32]=[CH:31][CH:30]=[CH:29][CH:28]=2)[C@H:20]([O:66][C:67](=[O:74])[C:68]2[CH:73]=[CH:72][CH:71]=[CH:70][CH:69]=2)[C@@H:19]([CH2:75][O:76]C(C2C=CC=CC=2)(C2C=CC=CC=2)C2C=CC=CC=2)[O:18][C@@H:11]1[O:12][CH2:13][CH2:14][N:15]=[N+:16]=[N-:17])(=[O:8])[C:2]1[CH:7]=[CH:6][CH:5]=[CH:4][CH:3]=1.C(O)(C(F)(F)F)=O. Product: [C:1]([O:9][C@H:10]1[C@@H:21]([O:22][C@H:23]2[O:55][C@H:54]([CH2:56][O:57][C:58](=[O:65])[C:59]3[CH:64]=[CH:63][CH:62]=[CH:61][CH:60]=3)[C@@H:44]([O:45][C:46](=[O:53])[C:47]3[CH:48]=[CH:49][CH:50]=[CH:51][CH:52]=3)[C@H:34]([O:35][C:36](=[O:43])[C:37]3[CH:42]=[CH:41][CH:40]=[CH:39][CH:38]=3)[C@@H:24]2[O:25][C:26](=[O:33])[C:27]2[CH:32]=[CH:31][CH:30]=[CH:29][CH:28]=2)[C@H:20]([O:66][C:67](=[O:74])[C:68]2[CH:73]=[CH:72][CH:71]=[CH:70][CH:69]=2)[C@@H:19]([CH2:75][OH:76])[O:18][C@@H:11]1[O:12][CH2:13][CH2:14][N:15]=[N+:16]=[N-:17])(=[O:8])[C:2]1[CH:7]=[CH:6][CH:5]=[CH:4][CH:3]=1. The catalyst class is: 2. (2) Reactant: [NH2:1][C:2]1[CH:7]=[CH:6][CH:5]=[CH:4][C:3]=1[CH2:8][C:9]([O:11][C:12]([CH3:15])([CH3:14])[CH3:13])=[O:10].C1C(=O)N([Br:23])C(=O)C1. Product: [NH2:1][C:2]1[CH:7]=[CH:6][C:5]([Br:23])=[CH:4][C:3]=1[CH2:8][C:9]([O:11][C:12]([CH3:15])([CH3:14])[CH3:13])=[O:10]. The catalyst class is: 3. (3) Reactant: [C:1]1([CH:7]([CH:9]([C:11]([NH2:13])=[O:12])[OH:10])[NH2:8])[CH:6]=[CH:5][CH:4]=[CH:3][CH:2]=1.[C:14]([C:22]([C:37]([OH:39])=[O:38])([OH:36])[C:23]([C:28](=[O:35])[C:29]1[CH:34]=[CH:33][CH:32]=[CH:31][CH:30]=1)([OH:27])[C:24]([OH:26])=[O:25])(=[O:21])[C:15]1[CH:20]=[CH:19][CH:18]=[CH:17][CH:16]=1. Product: [C:28]([C:23]([C:24]([OH:26])=[O:25])([OH:27])[C:22]([C:14](=[O:21])[C:15]1[CH:20]=[CH:19][CH:18]=[CH:17][CH:16]=1)([OH:36])[C:37]([OH:39])=[O:38])(=[O:35])[C:29]1[CH:34]=[CH:33][CH:32]=[CH:31][CH:30]=1.[C:1]1([C@@H:7]([C@H:9]([C:11]([NH2:13])=[O:12])[OH:10])[NH2:8])[CH:2]=[CH:3][CH:4]=[CH:5][CH:6]=1. The catalyst class is: 8. (4) Reactant: C([O:4][C:5](=[O:66])[C@@H:6]([NH:58][C:59]([O:61][C:62]([CH3:65])([CH3:64])[CH3:63])=[O:60])[CH2:7][C:8]1[CH:57]=[CH:56][C:11]([O:12][C:13]([NH:15][CH2:16][CH2:17][CH2:18][C@@H:19]([C:28]([NH:30][C@H:31]([C:53]([NH2:55])=[O:54])[CH2:32][S:33][C:34]([C:47]2[CH:52]=[CH:51][CH:50]=[CH:49][CH:48]=2)([C:41]2[CH:46]=[CH:45][CH:44]=[CH:43][CH:42]=2)[C:35]2[CH:40]=[CH:39][CH:38]=[CH:37][CH:36]=2)=[O:29])[NH:20][C:21]([O:23][C:24]([CH3:27])([CH3:26])[CH3:25])=[O:22])=[O:14])=[CH:10][CH:9]=1)C=C.C(N(CC)CC)C.C(O)=O. Product: [C:24]([O:23][C:21]([NH:20][C@H:19]([C:28]([NH:30][C@H:31]([C:53]([NH2:55])=[O:54])[CH2:32][S:33][C:34]([C:35]1[CH:40]=[CH:39][CH:38]=[CH:37][CH:36]=1)([C:47]1[CH:52]=[CH:51][CH:50]=[CH:49][CH:48]=1)[C:41]1[CH:42]=[CH:43][CH:44]=[CH:45][CH:46]=1)=[O:29])[CH2:18][CH2:17][CH2:16][NH:15][C:13]([O:12][C:11]1[CH:10]=[CH:9][C:8]([CH2:7][C@H:6]([NH:58][C:59]([O:61][C:62]([CH3:63])([CH3:65])[CH3:64])=[O:60])[C:5]([OH:66])=[O:4])=[CH:57][CH:56]=1)=[O:14])=[O:22])([CH3:25])([CH3:26])[CH3:27]. The catalyst class is: 30. (5) Reactant: [N:1]1[CH:6]=[CH:5][CH:4]=[CH:3][C:2]=1[O:7][CH2:8][C:9]1[CH:27]=[CH:26][C:12]([CH2:13][C:14]2[CH:18]=[C:17]([C:19]3[C:20]([NH2:25])=[N:21][CH:22]=[CH:23][CH:24]=3)[O:16][N:15]=2)=[CH:11][CH:10]=1.[P:28](=[O:32])([OH:31])([OH:30])[OH:29]. Product: [P:28]([OH:32])([OH:31])([OH:30])=[O:29].[N:1]1[CH:6]=[CH:5][CH:4]=[CH:3][C:2]=1[O:7][CH2:8][C:9]1[CH:27]=[CH:26][C:12]([CH2:13][C:14]2[CH:18]=[C:17]([C:19]3[C:20]([NH2:25])=[N:21][CH:22]=[CH:23][CH:24]=3)[O:16][N:15]=2)=[CH:11][CH:10]=1. The catalyst class is: 125. (6) Reactant: C(NC(C)C)(C)C.C([Li])CCC.[CH3:13][C:14]1[N:18]=[C:17]([NH:19][C:20](=[O:26])[O:21][C:22]([CH3:25])([CH3:24])[CH3:23])[S:16][N:15]=1.[C:27](=[O:29])=[O:28].Cl. Product: [C:22]([O:21][C:20]([NH:19][C:17]1[S:16][N:15]=[C:14]([CH2:13][C:27]([OH:29])=[O:28])[N:18]=1)=[O:26])([CH3:23])([CH3:25])[CH3:24]. The catalyst class is: 253. (7) Reactant: N(C(OC(C)C)=O)=N[C:3](OC(C)C)=O.[OH:15][C:16]1[CH:39]=[CH:38][C:19]2[CH2:20][C@@H:21]([CH2:34][C:35]([O-:37])=[O:36])[C:22](=[O:33])[N:23]([CH2:25][CH2:26][C:27]3[CH:32]=[CH:31][CH:30]=[CH:29][CH:28]=3)[CH2:24][C:18]=2[CH:17]=1.[CH3:40][NH:41][C:42]1[N:47]=[C:46]([CH:48](O)[CH3:49])[CH:45]=[CH:44][CH:43]=1.C1(P(C2C=CC=CC=2)C2C=CC=CC=2)C=CC=CC=1. Product: [CH3:40][NH:41][C:42]1[N:47]=[C:46]([CH2:48][CH2:49][O:15][C:16]2[CH:39]=[CH:38][C:19]3[CH2:20][C@@H:21]([CH2:34][C:35]([O:37][CH3:3])=[O:36])[C:22](=[O:33])[N:23]([CH2:25][CH2:26][C:27]4[CH:32]=[CH:31][CH:30]=[CH:29][CH:28]=4)[CH2:24][C:18]=3[CH:17]=2)[CH:45]=[CH:44][CH:43]=1. The catalyst class is: 1. (8) Reactant: BrC1N=C2C=[N:9][NH:10][C:5]2=CC=1.[CH3:11][Si:12]([CH3:16])([CH3:15])[C:13]#[CH:14].[C:34]1(P([C:30]2[CH:35]=[CH:34][CH:33]=[CH:32]C=2)[C:34]2[CH:35]=[CH:30]C=[CH:32][CH:33]=2)[CH:35]=[CH:30]C=[CH:32][CH:33]=1.C([N:38](CC)CC)C. Product: [CH3:11][Si:12]([C:13]#[C:14][C:35]1[CH:34]=[C:33]2[CH:32]=[N:9][NH:10][C:5]2=[N:38][CH:30]=1)([CH3:16])[CH3:15]. The catalyst class is: 516. (9) Reactant: [CH3:1][O:2][C:3]1[CH:4]=[C:5]2[C:10](=[CH:11][C:12]=1[O:13][CH3:14])[CH:9]([CH2:15][C:16]1[C:25]3[C:20](=CC=CC=3)[CH:19]=[CH:18][CH:17]=1)[NH:8][CH2:7][CH2:6]2.[C:26](N[C@H](C1C=CC=CC=1)C(O)=O)(=[O:28])C.CC(C)=O. Product: [CH3:1][O:2][C:3]1[CH:4]=[C:5]2[C:10](=[CH:11][C:12]=1[O:13][CH3:14])[C@H:9]([CH2:15][C:16]1[CH:25]=[CH:20][C:19]([O:28][CH3:26])=[CH:18][CH:17]=1)[NH:8][CH2:7][CH2:6]2. The catalyst class is: 5. (10) Reactant: [F:1][C:2]([F:35])([F:34])[C:3]1[CH:8]=[CH:7][C:6]([S:9]([NH:12][C:13]2[CH:33]=[CH:32][C:16]3[N:17]([C:26]4[CH:31]=[CH:30][CH:29]=[CH:28][CH:27]=4)[C:18]([C:20]4[CH:25]=[CH:24][CH:23]=[CH:22][CH:21]=4)=[N:19][C:15]=3[CH:14]=2)(=[O:11])=[O:10])=[CH:5][CH:4]=1.[H-].[Na+].[CH3:38][O:39][C:40](=[O:47])[CH2:41][CH2:42][CH2:43][CH2:44][CH2:45]Br.O. Product: [CH3:38][O:39][C:40](=[O:47])[CH2:41][CH2:42][CH2:43][CH2:44][CH2:45][N:12]([S:9]([C:6]1[CH:7]=[CH:8][C:3]([C:2]([F:1])([F:34])[F:35])=[CH:4][CH:5]=1)(=[O:10])=[O:11])[C:13]1[CH:33]=[CH:32][C:16]2[N:17]([C:26]3[CH:31]=[CH:30][CH:29]=[CH:28][CH:27]=3)[C:18]([C:20]3[CH:25]=[CH:24][CH:23]=[CH:22][CH:21]=3)=[N:19][C:15]=2[CH:14]=1. The catalyst class is: 9.